From a dataset of Experimentally validated miRNA-target interactions with 360,000+ pairs, plus equal number of negative samples. Binary Classification. Given a miRNA mature sequence and a target amino acid sequence, predict their likelihood of interaction. (1) The miRNA is hsa-miR-150-3p with sequence CUGGUACAGGCCUGGGGGACAG. The protein sequence of the target gene is MSQLSSTLKRYTESSRYTDAPYAKPGYGTYTPSSYGANLAASFLEKEKLGFKPVSPTSFLPRPRTYGPSSILDCDRGRPLLRSDIIGSSKRSESQTRGNERPSGSGLNGGSGFSYGVSSNSLSYLPMNARDQGVTLSQKKSNSQSDLARDFSSLRTSDGYRTSEGFRIDPGNLGRSPMLARTRKELCALQGLYQAASRSEYLTDYLENYGRKGSAPQVLTQAPPPSRVPEVLSPTYRPSGRYTLWEKSKGQASGPSRSSSPGRDTMNSKSAQGLAGLRNLGNTCFMNSILQCLSNTRELR.... Result: 0 (no interaction). (2) The miRNA is hsa-let-7b-5p with sequence UGAGGUAGUAGGUUGUGUGGUU. The protein sequence of the target gene is MDLVGVASPEPGTAAAWGPSKCPWAIPQNTISCSLADVMSEQLAKELQLEEEAAVFPEVAVAEGPFITGENIDTSSDLMLAQMLQMEYDREYDAQLRREEKKFNGDSKVSISFENYRKVHPYEDSDSSEDEVDWQDTRDDPYRPAKPVPTPKKGFIGKGKDITTKHDEVVCGRKNTARMENFAPEFQVGDGIGMDLKLSNHVFNALKQHAYSEERRSARLHEKKEHSTAEKAVDPKTRLLMYKMVNSGMLETITGCISTGKESVVFHAYGGSMEDEKEDSKVIPTECAIKVFKTTLNEFK.... Result: 1 (interaction).